From a dataset of Forward reaction prediction with 1.9M reactions from USPTO patents (1976-2016). Predict the product of the given reaction. (1) Given the reactants [CH:1](=[O:3])[CH3:2].[NH2:4][C:5]1[CH:14]=[CH:13][C:8]2[NH:9][C:10](=[O:12])[O:11][C:7]=2[CH:6]=1.[CH2:15]([O:17][CH2:18][CH3:19])[CH3:16], predict the reaction product. The product is: [O:3]=[C:1]([N:9]1[CH2:8][CH2:7][CH:15]([O:17][C:18]2[CH:13]=[CH:14][CH:5]=[CH:6][CH:19]=2)[CH2:16][CH2:10]1)[CH2:2][NH:4][C:5]1[CH:14]=[CH:13][C:8]2[NH:9][C:10](=[O:12])[O:11][C:7]=2[CH:6]=1. (2) Given the reactants [CH3:1][N:2]([CH2:4][C:5]1[C:13]2[O:12][N:11]=[C:10]([CH2:14][CH2:15][CH:16]3[CH2:21][CH2:20][NH:19][CH2:18][CH2:17]3)[C:9]=2[CH:8]=[CH:7][C:6]=1[C:22]1[CH:27]=[CH:26][CH:25]=[CH:24][CH:23]=1)[CH3:3].[S:28]1[CH:32]=[CH:31][CH:30]=[C:29]1[CH:33]=O, predict the reaction product. The product is: [CH3:1][N:2]([CH2:4][C:5]1[C:13]2[O:12][N:11]=[C:10]([CH2:14][CH2:15][CH:16]3[CH2:17][CH2:18][N:19]([CH2:33][C:29]4[S:28][CH:32]=[CH:31][CH:30]=4)[CH2:20][CH2:21]3)[C:9]=2[CH:8]=[CH:7][C:6]=1[C:22]1[CH:27]=[CH:26][CH:25]=[CH:24][CH:23]=1)[CH3:3]. (3) Given the reactants CC(C[CH:5]1[C:10](=[O:11])[O:9][C:7](=[O:8])[CH2:6]1)=C.[OH:12][CH2:13][C:14]([CH2:19][OH:20])([CH2:17][OH:18])[CH2:15][OH:16].CC1C=CC(S(O)(=O)=O)=CC=1.N#N, predict the reaction product. The product is: [C:10]([OH:9])(=[O:11])[CH2:5][CH2:6][C:7]([OH:8])=[O:12].[OH:12][CH2:13][C:14]([CH2:19][OH:20])([CH2:17][OH:18])[CH2:15][OH:16]. (4) Given the reactants [Br:1][C:2]1[CH:3]=[CH:4][C:5]2[S:9][C:8]([S:10](Cl)(=[O:12])=[O:11])=[C:7]([CH3:14])[C:6]=2[CH:15]=1.[NH2:16][C:17]1[CH:18]=[C:19]([CH:25]=[CH:26][CH:27]=1)[C:20]([O:22][CH2:23][CH3:24])=[O:21].N1C=CC=CC=1, predict the reaction product. The product is: [Br:1][C:2]1[CH:3]=[CH:4][C:5]2[S:9][C:8]([S:10]([NH:16][C:17]3[CH:18]=[C:19]([CH:25]=[CH:26][CH:27]=3)[C:20]([O:22][CH2:23][CH3:24])=[O:21])(=[O:12])=[O:11])=[C:7]([CH3:14])[C:6]=2[CH:15]=1. (5) Given the reactants C(O)(C(F)(F)F)=O.[F:8][C:9]1[CH:14]=[CH:13][CH:12]=[C:11]([F:15])[C:10]=1[C:16]1[S:17][CH:18]=[C:19]([C:21]([NH:23][C:24]2[C:25]([N:33]3[CH2:38][CH2:37][CH2:36][C@H:35]([NH:39]C(=O)OC(C)(C)C)[CH2:34]3)=[C:26]3[S:32][CH:31]=[CH:30][C:27]3=[N:28][CH:29]=2)=[O:22])[N:20]=1, predict the reaction product. The product is: [NH2:39][C@H:35]1[CH2:36][CH2:37][CH2:38][N:33]([C:25]2[C:24]([NH:23][C:21]([C:19]3[N:20]=[C:16]([C:10]4[C:9]([F:8])=[CH:14][CH:13]=[CH:12][C:11]=4[F:15])[S:17][CH:18]=3)=[O:22])=[CH:29][N:28]=[C:27]3[CH:30]=[CH:31][S:32][C:26]=23)[CH2:34]1. (6) Given the reactants [CH2:1]([O:8][C:9]1[N:10]=[N:11][C:12](Cl)=[CH:13][CH:14]=1)[C:2]1[CH:7]=[CH:6][CH:5]=[CH:4][CH:3]=1.NC(N)=[S:18], predict the reaction product. The product is: [CH2:1]([O:8][C:9]1[N:10]=[N:11][C:12]([SH:18])=[CH:13][CH:14]=1)[C:2]1[CH:7]=[CH:6][CH:5]=[CH:4][CH:3]=1. (7) The product is: [CH3:50][O:51][C:52]([C:54]1[N:55]=[N:56][N:57]([CH2:59][CH2:60][NH:61][C:5](=[O:7])[C:4]2[CH:8]=[CH:9][C:10]([O:14][CH3:15])=[C:11]([O:12][CH3:13])[C:3]=2[O:2][CH3:1])[CH:58]=1)=[O:53]. Given the reactants [CH3:1][O:2][C:3]1[C:11]([O:12][CH3:13])=[C:10]([O:14][CH3:15])[CH:9]=[CH:8][C:4]=1[C:5]([OH:7])=O.C(N(CC)C(C)C)(C)C.CN(C(ON1N=NC2C=CC=NC1=2)=[N+](C)C)C.F[P-](F)(F)(F)(F)F.Cl.[CH3:50][O:51][C:52]([C:54]1[N:55]=[N:56][N:57]([CH2:59][CH2:60][NH2:61])[CH:58]=1)=[O:53], predict the reaction product. (8) Given the reactants [C:1]([O:5][C:6]([N:8]1[CH2:13][CH2:12][CH:11]([O:14][C:15]2[C:20]([CH3:21])=[CH:19][C:18]([N+:22]([O-])=O)=[CH:17][C:16]=2[C:25](=[O:27])[NH2:26])[CH2:10][CH2:9]1)=[O:7])([CH3:4])([CH3:3])[CH3:2], predict the reaction product. The product is: [C:1]([O:5][C:6]([N:8]1[CH2:9][CH2:10][CH:11]([O:14][C:15]2[C:20]([CH3:21])=[CH:19][C:18]([NH2:22])=[CH:17][C:16]=2[C:25](=[O:27])[NH2:26])[CH2:12][CH2:13]1)=[O:7])([CH3:4])([CH3:2])[CH3:3].